Dataset: Peptide-MHC class I binding affinity with 185,985 pairs from IEDB/IMGT. Task: Regression. Given a peptide amino acid sequence and an MHC pseudo amino acid sequence, predict their binding affinity value. This is MHC class I binding data. The peptide sequence is YRRKLTNPA. The MHC is HLA-B44:02 with pseudo-sequence HLA-B44:02. The binding affinity (normalized) is 0.0847.